From a dataset of CYP2C9 inhibition data for predicting drug metabolism from PubChem BioAssay. Regression/Classification. Given a drug SMILES string, predict its absorption, distribution, metabolism, or excretion properties. Task type varies by dataset: regression for continuous measurements (e.g., permeability, clearance, half-life) or binary classification for categorical outcomes (e.g., BBB penetration, CYP inhibition). Dataset: cyp2c9_veith. (1) The compound is COc1ccc(CCNc2c(C)c(C)nc3ncnn23)cc1. The result is 1 (inhibitor). (2) The drug is O=C1[C@H]2CC[C@H]3/C(=N\OCc4ccccc4)C[C@@H](O)[C@@H](O)[C@@H]3[C@@H]2C(=O)N1c1cccc(Oc2ccccc2)c1. The result is 0 (non-inhibitor). (3) The compound is O=C(NCc1cccs1)O[C@H]1C[C@H]2CC[C@@H]1C2. The result is 0 (non-inhibitor). (4) The molecule is COC(=O)CSc1ccc2nnc(-c3ccc(F)cc3)n2n1. The result is 1 (inhibitor). (5) The molecule is C[C@H]1CN(S(=O)(=O)c2cccc3cnccc23)CCN1. The result is 0 (non-inhibitor).